Dataset: Cav3 T-type calcium channel HTS with 100,875 compounds. Task: Binary Classification. Given a drug SMILES string, predict its activity (active/inactive) in a high-throughput screening assay against a specified biological target. (1) The drug is s1c(N(Cc2ccccc2)C(=O)COc2ccccc2)nc(c2ccc(cc2)C)c1. The result is 0 (inactive). (2) The molecule is FC(F)(F)c1cc(N2CCNCC2)ccc1. The result is 0 (inactive). (3) The compound is O1CCN(CC1)CC#CCC(OCCC#N)C. The result is 0 (inactive). (4) The compound is O1C=2CC(CC(=O)C2C(C(=C1N)C#N)c1ccccc1)(C)C. The result is 0 (inactive). (5) The molecule is O(c1ccc(C(C)(C)C)cc1)CCNC(=O)c1[nH]ncn1. The result is 0 (inactive). (6) The drug is Clc1ccc(OC(c2n(c(SCC(=O)Nc3c(n(n(c3=O)c3ccccc3)C)C)nn2)c2ccccc2)C)cc1. The result is 0 (inactive). (7) The drug is S(=O)(=O)(Nc1c(OC)cccc1)c1cc(C(=O)NCC2OCCC2)c(cc1)C. The result is 0 (inactive). (8) The drug is OC1(c2c(N(C1=O)CN1CCOCC1)cccc2)c1c2c([nH]c1)cccc2. The result is 0 (inactive). (9) The drug is S(CC(=O)c1cc2Cc3c(c2cc1)cccc3)c1sc(NC(=O)CC)nn1. The result is 0 (inactive).